Dataset: Catalyst prediction with 721,799 reactions and 888 catalyst types from USPTO. Task: Predict which catalyst facilitates the given reaction. (1) Reactant: [CH3:1][C:2]1[C:6]([C:7]2[C:15]3[O:16][CH2:17][CH:18]([C:19]4[CH:24]=[CH:23][CH:22]=[CH:21][N:20]=4)[N:13]4[C:14]=3[C:10]([C:11](=[O:25])[NH:12]4)=[CH:9][CH:8]=2)=[C:5]([CH3:26])[O:4][N:3]=1.[C:27](=O)([O-])[O-].[K+].[K+].CI. Product: [CH3:1][C:2]1[C:6]([C:7]2[C:15]3[O:16][CH2:17][CH:18]([C:19]4[CH:24]=[CH:23][CH:22]=[CH:21][N:20]=4)[N:13]4[C:14]=3[C:10]([C:11]([O:25][CH3:27])=[N:12]4)=[CH:9][CH:8]=2)=[C:5]([CH3:26])[O:4][N:3]=1. The catalyst class is: 9. (2) Reactant: Cl.[F:2][C:3]1[CH:8]=[C:7]([F:9])[CH:6]=[CH:5][C:4]=1[N:10]1[CH:14]([C:15]2[CH:20]=[C:19]([N:21]3[CH2:26][CH2:25][NH:24][CH2:23][CH2:22]3)[CH:18]=[CH:17][N:16]=2)[CH2:13][C:12]([C:27]([F:33])([F:32])[C:28]([F:31])([F:30])[F:29])=[N:11]1.C(N(CC)CC)C.[CH3:41][S:42](Cl)(=[O:44])=[O:43]. Product: [F:2][C:3]1[CH:8]=[C:7]([F:9])[CH:6]=[CH:5][C:4]=1[N:10]1[CH:14]([C:15]2[CH:20]=[C:19]([N:21]3[CH2:26][CH2:25][N:24]([S:42]([CH3:41])(=[O:44])=[O:43])[CH2:23][CH2:22]3)[CH:18]=[CH:17][N:16]=2)[CH2:13][C:12]([C:27]([F:33])([F:32])[C:28]([F:29])([F:30])[F:31])=[N:11]1. The catalyst class is: 4. (3) Reactant: [C:1](#[N:7])[CH2:2][CH2:3][CH2:4][CH2:5][CH3:6].[OH-:8].[Na+].Cl.[NH2:11]O. Product: [OH:8][NH:7][C:1](=[NH:11])[CH2:2][CH2:3][CH2:4][CH2:5][CH3:6]. The catalyst class is: 40. (4) Reactant: [Br:1][C:2]1[CH:7]=[CH:6][C:5]([S:8](Cl)(=[O:10])=[O:9])=[C:4]([C:12]([F:15])([F:14])[F:13])[CH:3]=1.[CH2:16]([NH2:19])[CH2:17][CH3:18]. Product: [Br:1][C:2]1[CH:7]=[CH:6][C:5]([S:8]([NH:19][CH2:16][CH2:17][CH3:18])(=[O:10])=[O:9])=[C:4]([C:12]([F:15])([F:14])[F:13])[CH:3]=1. The catalyst class is: 4. (5) Reactant: [CH3:1][C:2]([CH3:34])([CH2:12][O:13][C:14]1[CH:15]=[CH:16][CH:17]=[C:18]2[C:23]=1[N:22]=[C:21]([C:24]1[N:28]3[CH:29]=[CH:30][C:31]([CH3:33])=[CH:32][C:27]3=[N:26][N:25]=1)[CH:20]=[CH:19]2)[CH2:3][NH:4]C(=O)OC(C)(C)C.[ClH:35]. Product: [ClH:35].[ClH:35].[ClH:35].[CH3:1][C:2]([CH3:34])([CH2:12][O:13][C:14]1[CH:15]=[CH:16][CH:17]=[C:18]2[C:23]=1[N:22]=[C:21]([C:24]1[N:28]3[CH:29]=[CH:30][C:31]([CH3:33])=[CH:32][C:27]3=[N:26][N:25]=1)[CH:20]=[CH:19]2)[CH2:3][NH2:4]. The catalyst class is: 4. (6) Reactant: [CH3:1][C:2]1[CH:3]=[C:4]([CH2:20][C:21]#[N:22])[CH:5]=[C:6]([CH3:19])[C:7]=1[O:8][C:9]1[CH:14]=[CH:13][C:12]([OH:15])=[C:11]([CH:16]([CH3:18])[CH3:17])[CH:10]=1.[Cl-].[NH4+].[N-:25]=[N+:26]=[N-:27].[Na+]. Product: [CH3:1][C:2]1[CH:3]=[C:4]([CH:5]=[C:6]([CH3:19])[C:7]=1[O:8][C:9]1[CH:14]=[CH:13][C:12]([OH:15])=[C:11]([CH:16]([CH3:18])[CH3:17])[CH:10]=1)[CH2:20][C:21]1[NH:27][N:26]=[N:25][N:22]=1. The catalyst class is: 9.